The task is: Predict the reaction yield, written as a fraction of the theoretical maximum amount of product (1.0 means a 100% yield; for example, 0.34 means a 34% yield).. This data is from Reaction yield outcomes from USPTO patents with 853,638 reactions. (1) The reactants are [CH2:1]([CH:3]([N:6]1[CH2:11][CH2:10][NH:9][CH2:8][CH2:7]1)[CH2:4][CH3:5])[CH3:2].[Cl:12][C:13]([O:15][C:16]1[CH:21]=[CH:20][CH:19]=[CH:18][C:17]=1[N+:22]([O-:24])=[O:23])=[O:14]. The catalyst is C(Cl)Cl. The product is [ClH:12].[N+:22]([C:17]1[CH:18]=[CH:19][CH:20]=[CH:21][C:16]=1[O:15][C:13]([N:9]1[CH2:10][CH2:11][N:6]([CH:3]([CH2:4][CH3:5])[CH2:1][CH3:2])[CH2:7][CH2:8]1)=[O:14])([O-:24])=[O:23]. The yield is 0.860. (2) The reactants are [CH2:1]([O:3][C:4]([C:6]1[C:7]([CH2:25][CH3:26])=[N:8][C:9]([NH:13][CH2:14][CH2:15][CH2:16][C:17]2[CH:22]=[CH:21][CH:20]=[C:19]([O:23]C)[CH:18]=2)=[N:10][C:11]=1[CH3:12])=[O:5])[CH3:2].B(Br)(Br)Br.C(Cl)Cl. The catalyst is C(Cl)Cl. The product is [CH2:1]([O:3][C:4]([C:6]1[C:7]([CH2:25][CH3:26])=[N:8][C:9]([NH:13][CH2:14][CH2:15][CH2:16][C:17]2[CH:22]=[CH:21][CH:20]=[C:19]([OH:23])[CH:18]=2)=[N:10][C:11]=1[CH3:12])=[O:5])[CH3:2]. The yield is 0.830. (3) The reactants are [F-].[Cs+].[Cl:3][C:4]1[C:9]([C:10]2[CH:15]=[CH:14][CH:13]=[C:12]([F:16])[CH:11]=2)=[CH:8][C:7]([OH:17])=[C:6](I)[CH:5]=1.C([Sn](CCCC)(CCCC)[C:24]1[CH:29]=[CH:28][N:27]=[N:26][CH:25]=1)CCC. The catalyst is C(#N)C.C(OCC)(=O)C.[Cu](I)I.C1C=CC(/C=C/C(/C=C/C2C=CC=CC=2)=O)=CC=1.C1C=CC(/C=C/C(/C=C/C2C=CC=CC=2)=O)=CC=1.C1C=CC(/C=C/C(/C=C/C2C=CC=CC=2)=O)=CC=1.[Pd].[Pd]. The product is [Cl:3][C:4]1[C:9]([C:10]2[CH:15]=[CH:14][CH:13]=[C:12]([F:16])[CH:11]=2)=[CH:8][C:7]([OH:17])=[C:6]([C:24]2[CH:29]=[CH:28][N:27]=[N:26][CH:25]=2)[CH:5]=1. The yield is 0.620. (4) The reactants are [NH2:1][C:2]1[C:11]2[C:6](=[C:7](Br)[CH:8]=[CH:9][CH:10]=2)[N:5]=[N:4][C:3]=1[C:13]([NH:15][CH2:16][CH2:17][CH3:18])=[O:14].[CH3:19][O:20][C:21]1[CH:26]=[CH:25][C:24]([CH3:27])=[CH:23][C:22]=1B(O)O. No catalyst specified. The product is [NH2:1][C:2]1[C:11]2[C:6](=[C:7]([C:22]3[CH:23]=[C:24]([CH3:27])[CH:25]=[CH:26][C:21]=3[O:20][CH3:19])[CH:8]=[CH:9][CH:10]=2)[N:5]=[N:4][C:3]=1[C:13]([NH:15][CH2:16][CH2:17][CH3:18])=[O:14]. The yield is 0.830. (5) The reactants are [CH3:1][N:2]1[CH2:8][CH2:7][CH2:6][NH:5][CH2:4][CH2:3]1.CCN(C(C)C)C(C)C.Br[CH2:19][CH2:20][OH:21]. The catalyst is CN(C=O)C. The product is [CH3:1][N:2]1[CH2:8][CH2:7][CH2:6][N:5]([CH2:19][CH2:20][OH:21])[CH2:4][CH2:3]1. The yield is 1.00.